Dataset: Catalyst prediction with 721,799 reactions and 888 catalyst types from USPTO. Task: Predict which catalyst facilitates the given reaction. Reactant: [H][H].[C:3]([O:6][CH2:7][CH2:8][CH2:9][CH2:10][O:11][C:12]1[C:17]([Cl:18])=[CH:16][C:15]([O:19]CC2C=CC=CC=2)=[CH:14][C:13]=1[Cl:27])(=[O:5])[CH3:4]. Product: [C:3]([O:6][CH2:7][CH2:8][CH2:9][CH2:10][O:11][C:12]1[C:13]([Cl:27])=[CH:14][C:15]([OH:19])=[CH:16][C:17]=1[Cl:18])(=[O:5])[CH3:4]. The catalyst class is: 63.